Dataset: Reaction yield outcomes from USPTO patents with 853,638 reactions. Task: Predict the reaction yield, written as a fraction of the theoretical maximum amount of product (1.0 means a 100% yield; for example, 0.34 means a 34% yield). (1) The reactants are [OH:1][C:2]1[CH:3]=[C:4]([CH:8]2[CH2:17][C:16]3[CH:15]=[C:14]([C:18]([O:20][CH3:21])=[O:19])[CH:13]=[CH:12][C:11]=3[CH2:10][CH2:9]2)[CH:5]=[CH:6][CH:7]=1.C(=O)([O-])[O-].[K+].[K+].Cl[CH2:29][CH2:30][N:31]([CH3:33])[CH3:32].Cl. The catalyst is CC(C)=O. The product is [CH3:32][N:31]([CH3:33])[CH2:30][CH2:29][O:1][C:2]1[CH:3]=[C:4]([CH:8]2[CH2:17][C:16]3[CH:15]=[C:14]([C:18]([O:20][CH3:21])=[O:19])[CH:13]=[CH:12][C:11]=3[CH2:10][CH2:9]2)[CH:5]=[CH:6][CH:7]=1. The yield is 0.600. (2) The reactants are C1(P(C2C=CC=CC=2)C2C=CC=CC=2)C=CC=CC=1.N(C(OC(C)C)=O)=NC(OC(C)C)=O.O[CH2:35][CH2:36][S:37][C:38]1[C:43](=[O:44])[NH:42][CH:41]=[C:40]([C:45]([O:47][CH2:48][CH3:49])=[O:46])[CH:39]=1. The catalyst is O1CCCC1. The product is [S:37]1[C:38]2[C:43](=[N:42][CH:41]=[C:40]([C:45]([O:47][CH2:48][CH3:49])=[O:46])[CH:39]=2)[O:44][CH2:35][CH2:36]1. The yield is 0.520.